This data is from NCI-60 drug combinations with 297,098 pairs across 59 cell lines. The task is: Regression. Given two drug SMILES strings and cell line genomic features, predict the synergy score measuring deviation from expected non-interaction effect. (1) Drug 1: C1=NC2=C(N=C(N=C2N1C3C(C(C(O3)CO)O)O)F)N. Drug 2: CC1=C2C(C(=O)C3(C(CC4C(C3C(C(C2(C)C)(CC1OC(=O)C(C(C5=CC=CC=C5)NC(=O)OC(C)(C)C)O)O)OC(=O)C6=CC=CC=C6)(CO4)OC(=O)C)O)C)O. Cell line: K-562. Synergy scores: CSS=-3.42, Synergy_ZIP=3.52, Synergy_Bliss=6.81, Synergy_Loewe=-4.49, Synergy_HSA=-2.89. (2) Drug 1: CS(=O)(=O)C1=CC(=C(C=C1)C(=O)NC2=CC(=C(C=C2)Cl)C3=CC=CC=N3)Cl. Drug 2: CN1C(=O)N2C=NC(=C2N=N1)C(=O)N. Cell line: UO-31. Synergy scores: CSS=2.55, Synergy_ZIP=-9.26, Synergy_Bliss=-17.2, Synergy_Loewe=-28.8, Synergy_HSA=-17.6. (3) Drug 1: C1CCC(C1)C(CC#N)N2C=C(C=N2)C3=C4C=CNC4=NC=N3. Drug 2: CC1=C2C(C(=O)C3(C(CC4C(C3C(C(C2(C)C)(CC1OC(=O)C(C(C5=CC=CC=C5)NC(=O)OC(C)(C)C)O)O)OC(=O)C6=CC=CC=C6)(CO4)OC(=O)C)O)C)O. Cell line: SR. Synergy scores: CSS=93.0, Synergy_ZIP=1.26, Synergy_Bliss=1.23, Synergy_Loewe=-1.37, Synergy_HSA=0.730. (4) Cell line: NCIH23. Drug 2: CN1C=C(C=N1)C2=C3N=C(C(=C(N3N=C2)N)Br)C4CCCNC4. Drug 1: CN(C)C(=N)N=C(N)N. Synergy scores: CSS=58.3, Synergy_ZIP=3.40, Synergy_Bliss=0.777, Synergy_Loewe=-12.7, Synergy_HSA=2.95. (5) Drug 1: CC1=C(C(CCC1)(C)C)C=CC(=CC=CC(=CC(=O)O)C)C. Drug 2: C1=NC2=C(N=C(N=C2N1C3C(C(C(O3)CO)O)F)Cl)N. Cell line: IGROV1. Synergy scores: CSS=0.357, Synergy_ZIP=4.64, Synergy_Bliss=-1.14, Synergy_Loewe=-2.78, Synergy_HSA=-2.64. (6) Drug 1: C1CC(C1)(C(=O)O)C(=O)O.[NH2-].[NH2-].[Pt+2]. Drug 2: CC1C(C(CC(O1)OC2CC(OC(C2O)C)OC3=CC4=CC5=C(C(=O)C(C(C5)C(C(=O)C(C(C)O)O)OC)OC6CC(C(C(O6)C)O)OC7CC(C(C(O7)C)O)OC8CC(C(C(O8)C)O)(C)O)C(=C4C(=C3C)O)O)O)O. Cell line: NCI-H460. Synergy scores: CSS=23.0, Synergy_ZIP=-0.0224, Synergy_Bliss=-0.113, Synergy_Loewe=-15.9, Synergy_HSA=0.601. (7) Drug 1: CC1=C(C=C(C=C1)NC(=O)C2=CC=C(C=C2)CN3CCN(CC3)C)NC4=NC=CC(=N4)C5=CN=CC=C5. Drug 2: CC1CCC2CC(C(=CC=CC=CC(CC(C(=O)C(C(C(=CC(C(=O)CC(OC(=O)C3CCCCN3C(=O)C(=O)C1(O2)O)C(C)CC4CCC(C(C4)OC)O)C)C)O)OC)C)C)C)OC. Cell line: SK-MEL-5. Synergy scores: CSS=12.7, Synergy_ZIP=-1.10, Synergy_Bliss=0.315, Synergy_Loewe=-1.16, Synergy_HSA=0.807.